Dataset: Forward reaction prediction with 1.9M reactions from USPTO patents (1976-2016). Task: Predict the product of the given reaction. (1) Given the reactants [Br:1][C:2]1[CH:7]=[CH:6][C:5]([OH:8])=[CH:4][CH:3]=1.I[C:10]1[CH:18]=[CH:17][C:16]([I:19])=[CH:15][C:11]=1[C:12]([OH:14])=[O:13].C([O-])([O-])=O.[Cs+].[Cs+], predict the reaction product. The product is: [Br:1][C:2]1[CH:7]=[CH:6][C:5]([O:8][C:10]2[CH:18]=[CH:17][C:16]([I:19])=[CH:15][C:11]=2[C:12]([OH:14])=[O:13])=[CH:4][CH:3]=1. (2) Given the reactants Br[CH2:2][CH2:3][O:4][CH2:5][CH2:6]Br.[Cl:8][C:9]1[N:14]=[C:13]([N:15]2[CH2:20][CH2:19][O:18][CH2:17][C@H:16]2[CH3:21])[CH:12]=[C:11]([CH2:22][S@:23]([CH3:25])=[O:24])[N:10]=1.[OH-].[Na+], predict the reaction product. The product is: [Cl:8][C:9]1[N:14]=[C:13]([N:15]2[CH2:20][CH2:19][O:18][CH2:17][C@H:16]2[CH3:21])[CH:12]=[C:11]([C:22]2([S@:23]([CH3:25])=[O:24])[CH2:6][CH2:5][O:4][CH2:3][CH2:2]2)[N:10]=1. (3) Given the reactants S(=O)(=O)(O)O.[OH:6][C:7]1[CH:8]=[C:9]([CH:13]=[CH:14][C:15]=1[I:16])[C:10]([OH:12])=[O:11].[CH3:17]O, predict the reaction product. The product is: [OH:6][C:7]1[CH:8]=[C:9]([CH:13]=[CH:14][C:15]=1[I:16])[C:10]([O:12][CH3:17])=[O:11]. (4) The product is: [Br:1][C:2]1[C:7](=[O:8])[N:6]([C:9]2[C:14]([F:15])=[CH:13][CH:12]=[CH:11][C:10]=2[F:16])[C:5]([CH2:17][N:35]([CH3:36])[CH3:34])=[CH:4][C:3]=1[O:19][CH2:20][C:21]1[CH:26]=[CH:25][C:24]([F:27])=[CH:23][C:22]=1[F:28]. Given the reactants [Br:1][C:2]1[C:7](=[O:8])[N:6]([C:9]2[C:14]([F:15])=[CH:13][CH:12]=[CH:11][C:10]=2[F:16])[C:5]([CH:17]=O)=[CH:4][C:3]=1[O:19][CH2:20][C:21]1[CH:26]=[CH:25][C:24]([F:27])=[CH:23][C:22]=1[F:28].C1COCC1.[CH3:34][NH:35][CH3:36], predict the reaction product.